The task is: Predict the reactants needed to synthesize the given product.. This data is from Full USPTO retrosynthesis dataset with 1.9M reactions from patents (1976-2016). Given the product [C:18]([O:17][C:15]([N:22]1[CH2:27][CH2:26][N:25]([C:30]2[N:39]=[C:38]([C:40]3[CH:45]=[CH:44][C:43]([F:46])=[CH:42][C:41]=3[F:47])[C:37]3[C:32](=[CH:33][C:34]([F:48])=[CH:35][CH:36]=3)[N:31]=2)[CH:24]([CH3:28])[CH2:23]1)=[O:16])([CH3:21])([CH3:20])[CH3:19], predict the reactants needed to synthesize it. The reactants are: C(N1CCNCC1C)(OC(C)(C)C)=O.[C:15]([N:22]1[CH2:27][CH2:26][NH:25][C@@H:24]([CH3:28])[CH2:23]1)([O:17][C:18]([CH3:21])([CH3:20])[CH3:19])=[O:16].Cl[C:30]1[N:39]=[C:38]([C:40]2[CH:45]=[CH:44][C:43]([F:46])=[CH:42][C:41]=2[F:47])[C:37]2[C:32](=[CH:33][C:34]([F:48])=[CH:35][CH:36]=2)[N:31]=1.N1CCNCC1.